This data is from Forward reaction prediction with 1.9M reactions from USPTO patents (1976-2016). The task is: Predict the product of the given reaction. (1) Given the reactants [Br:1][C:2]1[CH:3]=[CH:4][C:5]([N+:10]([O-:12])=[O:11])=[C:6]([CH:9]=1)[NH:7][CH3:8].[H-].[Na+].[Cl-].[Cl-].[Ca+2].[CH3:18][O:19][CH2:20][C:21](Cl)=[O:22], predict the reaction product. The product is: [Br:1][C:2]1[CH:3]=[CH:4][C:5]([N+:10]([O-:12])=[O:11])=[C:6]([N:7]([CH3:8])[C:21](=[O:22])[CH2:20][O:19][CH3:18])[CH:9]=1. (2) Given the reactants [F:1][C:2]1[CH:7]=[CH:6][CH:5]=[CH:4][C:3]=1[C@H:8]1[CH2:13][NH:12][C:11](=[O:14])[C@@H:10]([NH:15][C:16](=[O:22])[O:17][C:18]([CH3:21])([CH3:20])[CH3:19])[CH2:9]1.C[Si]([N-][Si](C)(C)C)(C)C.[Li+].I[CH2:34][CH:35]([CH3:37])[CH3:36], predict the reaction product. The product is: [F:1][C:2]1[CH:7]=[CH:6][CH:5]=[CH:4][C:3]=1[C@H:8]1[CH2:13][N:12]([CH2:34][CH:35]([CH3:37])[CH3:36])[C:11](=[O:14])[C@@H:10]([NH:15][C:16](=[O:22])[O:17][C:18]([CH3:19])([CH3:21])[CH3:20])[CH2:9]1. (3) Given the reactants [CH:1]1([NH:4][C:5]([C:7]2[C:15]3[CH:14]=[C:13]([C:16]4[C:21]([F:22])=[CH:20][N:19]=[C:18]([NH:23][CH2:24][CH2:25][CH2:26][CH:27]5[CH2:32]CNCC5)[N:17]=4)[S:12][C:11]=3[CH:10]=[CH:9][CH:8]=2)=[O:6])[CH2:3][CH2:2]1.[ClH:33].[ClH:33].[CH:35]1([NH:38][C:39](C2C3C=C(C4C(F)=CN=[C:39]([NH:38][CH2:35][CH2:36]CC5CCN(C)CC5)N=4)SC=3C=CC=2)=O)C[CH2:36]1.C(OC(N1CCC(CCN)CC1)=O)(C)(C)C.C1(NC(C2C3C=C(C4C(F)=CN=C([Cl:106])N=4)SC=3C=CC=2)=O)CC1, predict the reaction product. The product is: [ClH:106].[ClH:33].[CH:1]1([NH:4][C:5]([C:7]2[C:15]3[CH:14]=[C:13]([C:16]4[C:21]([F:22])=[CH:20][N:19]=[C:18]([NH:23][CH2:24][CH2:25][CH:26]5[CH2:27][CH2:32][N:38]([CH3:39])[CH2:35][CH2:36]5)[N:17]=4)[S:12][C:11]=3[CH:10]=[CH:9][CH:8]=2)=[O:6])[CH2:3][CH2:2]1. (4) Given the reactants [F:1][C:2]([F:25])([F:24])[C:3]1[CH:19]=[CH:18][C:6]([C:7]([C:9]2[C:10]([CH3:17])=[N:11][N:12]([CH2:15][CH3:16])[C:13]=2[OH:14])=[O:8])=[C:5]([S:20]([CH3:23])(=[O:22])=[O:21])[CH:4]=1.C(=O)([O-])[O-].[K+].[K+].[CH3:32][C:33]#N, predict the reaction product. The product is: [S:20]([C:32]1[CH:33]=[CH:2][C:3]([CH3:19])=[CH:4][CH:5]=1)([O:14][C:13]1[N:12]([CH2:15][CH3:16])[N:11]=[C:10]([CH3:17])[C:9]=1[C:7](=[O:8])[C:6]1[CH:18]=[CH:19][C:3]([C:2]([F:24])([F:1])[F:25])=[CH:4][C:5]=1[S:20]([CH3:23])(=[O:22])=[O:21])(=[O:22])=[O:21]. (5) Given the reactants [CH:1]([O:4][C:5]1[N:10]=[C:9]([C:11]2[C:19]3[C:14](=[CH:15][CH:16]=[C:17]([C:20]4[N:24]=[C:23]([NH:25]C(=O)OC(C)(C)C)[S:22][N:21]=4)[CH:18]=3)[N:13]([S:33]([C:36]3[CH:42]=[CH:41][C:39]([CH3:40])=[CH:38][CH:37]=3)(=[O:35])=[O:34])[CH:12]=2)[CH:8]=[CH:7][CH:6]=1)([CH3:3])[CH3:2].C(O)(C(F)(F)F)=O, predict the reaction product. The product is: [CH:1]([O:4][C:5]1[N:10]=[C:9]([C:11]2[C:19]3[C:14](=[CH:15][CH:16]=[C:17]([C:20]4[N:24]=[C:23]([NH2:25])[S:22][N:21]=4)[CH:18]=3)[N:13]([S:33]([C:36]3[CH:37]=[CH:38][C:39]([CH3:40])=[CH:41][CH:42]=3)(=[O:35])=[O:34])[CH:12]=2)[CH:8]=[CH:7][CH:6]=1)([CH3:3])[CH3:2].